From a dataset of Full USPTO retrosynthesis dataset with 1.9M reactions from patents (1976-2016). Predict the reactants needed to synthesize the given product. (1) Given the product [Cl:1][C:2]1[CH:7]=[CH:6][C:5]([CH2:8][CH3:9])=[C:4]([C:13]#[C:12][C:11]([O:15][CH3:16])=[O:14])[CH:3]=1, predict the reactants needed to synthesize it. The reactants are: [Cl:1][C:2]1[CH:7]=[CH:6][C:5]([CH2:8][CH3:9])=[C:4](I)[CH:3]=1.[C:11]([O:15][CH3:16])(=[O:14])[C:12]#[CH:13]. (2) Given the product [Br:1][C:2]1[CH:3]=[C:4]2[C:9](=[CH:10][CH:11]=1)[N:8]=[C:7]([Cl:12])[N:6]=[C:5]2[NH:32][CH2:31][C:27]1[CH:28]=[CH:29][CH:30]=[C:25]([C:24]([F:23])([F:33])[F:34])[CH:26]=1, predict the reactants needed to synthesize it. The reactants are: [Br:1][C:2]1[CH:3]=[C:4]2[C:9](=[CH:10][CH:11]=1)[N:8]=[C:7]([Cl:12])[N:6]=[C:5]2Cl.CCN(C(C)C)C(C)C.[F:23][C:24]([F:34])([F:33])[C:25]1[CH:26]=[C:27]([CH2:31][NH2:32])[CH:28]=[CH:29][CH:30]=1. (3) Given the product [Si:1]([C:8]1[C:13]([Cl:14])=[C:12]([F:15])[N:11]=[C:10]([C:16]2[C:18]3[C:19](=[N:20][CH:21]=[CH:22][CH:23]=3)[NH:33][N:32]=2)[C:9]=1[F:25])([C:4]([CH3:7])([CH3:6])[CH3:5])([CH3:2])[CH3:3], predict the reactants needed to synthesize it. The reactants are: [Si:1]([C:8]1[C:13]([Cl:14])=[C:12]([F:15])[N:11]=[C:10]([C:16]([C:18]2[C:19](F)=[N:20][CH:21]=[CH:22][CH:23]=2)=O)[C:9]=1[F:25])([C:4]([CH3:7])([CH3:6])[CH3:5])([CH3:3])[CH3:2].C(=O)([O-])[O-].[Ca+2].O.[NH2:32][NH2:33]. (4) Given the product [F:1][C:2]1[CH:3]=[C:4]2[C:9](=[C:10]([F:12])[CH:11]=1)[O:8][CH2:7][C@H:6]([N:13]1[C:17]([CH2:18][CH2:19][NH2:20])=[CH:16][N:15]=[CH:14]1)[CH2:5]2, predict the reactants needed to synthesize it. The reactants are: [F:1][C:2]1[CH:3]=[C:4]2[C:9](=[C:10]([F:12])[CH:11]=1)[O:8][CH2:7][C@H:6]([N:13]1[C:17]([CH2:18][CH2:19][N:20]3C(=O)C4C(=CC=CC=4)C3=O)=[CH:16][N:15]=[CH:14]1)[CH2:5]2.CC(O)C.C(Cl)Cl.Cl. (5) Given the product [CH2:1]([C@H:3]1[CH2:12][NH:11][C:10]2[C:5](=[CH:6][CH:7]=[CH:8][CH:9]=2)[NH:4]1)[CH3:2], predict the reactants needed to synthesize it. The reactants are: [CH2:1]([C:3]1[CH:12]=[N:11][C:10]2[C:5](=[CH:6][CH:7]=[CH:8][CH:9]=2)[N:4]=1)[CH3:2]. (6) Given the product [CH:25]1([NH:28][C:21]([C:19]2[CH:18]=[CH:17][N:16]3[CH:24]=[C:13]([C:3]4[C:4]([C:7]5[CH:12]=[CH:11][CH:10]=[CH:9][CH:8]=5)=[N:5][O:6][C:2]=4[CH3:1])[N:14]=[C:15]3[CH:20]=2)=[O:23])[CH2:27][CH2:26]1, predict the reactants needed to synthesize it. The reactants are: [CH3:1][C:2]1[O:6][N:5]=[C:4]([C:7]2[CH:12]=[CH:11][CH:10]=[CH:9][CH:8]=2)[C:3]=1[C:13]1[N:14]=[C:15]2[CH:20]=[C:19]([C:21]([OH:23])=O)[CH:18]=[CH:17][N:16]2[CH:24]=1.[CH:25]1([NH2:28])[CH2:27][CH2:26]1. (7) Given the product [N:6]1[CH:5]=[C:4]([C:3]2[CH:12]=[C:11]([C:13]3[CH:14]=[C:15]([CH:18]=[CH:19][CH:20]=3)[C:16]#[N:17])[O:1][N:2]=2)[CH:9]=[N:8][CH:7]=1, predict the reactants needed to synthesize it. The reactants are: [OH:1][N:2]=[C:3](Cl)[C:4]1[CH:5]=[N:6][CH:7]=[N:8][CH:9]=1.[C:11]([C:13]1[CH:14]=[C:15]([CH:18]=[CH:19][CH:20]=1)[C:16]#[N:17])#[CH:12].N. (8) The reactants are: OCCCCNC(=O)OC(C)(C)C.C1(P(C2C=CC=CC=2)C2C=CC=CC=2)C=CC=CC=1.[Cl:33][CH2:34][CH:35]1CC[N:38]([C:41]([O:43][C:44]([CH3:47])([CH3:46])[CH3:45])=[O:42])[CH2:37][CH2:36]1. Given the product [Cl:33][CH2:34][CH2:35][CH2:36][CH2:37][NH:38][C:41](=[O:42])[O:43][C:44]([CH3:46])([CH3:45])[CH3:47], predict the reactants needed to synthesize it. (9) Given the product [F:2][C:3]1([F:9])[CH2:8][CH2:7][N:6]([CH2:11][CH2:12][NH:13][C:14](=[O:20])[O:15][C:16]([CH3:19])([CH3:18])[CH3:17])[CH2:5][CH2:4]1, predict the reactants needed to synthesize it. The reactants are: Cl.[F:2][C:3]1([F:9])[CH2:8][CH2:7][NH:6][CH2:5][CH2:4]1.Br[CH2:11][CH2:12][NH:13][C:14](=[O:20])[O:15][C:16]([CH3:19])([CH3:18])[CH3:17].C(N(CC)C(C)C)(C)C. (10) Given the product [F:6][C:7]1[CH:17]=[CH:16][C:10]2[N:11]([CH3:15])[C:12]([O:14][CH:26]3[CH2:31][CH2:30][N:29]([C:32]([O:34][C:35]([CH3:38])([CH3:37])[CH3:36])=[O:33])[CH2:28][CH2:27]3)=[N:13][C:9]=2[CH:8]=1, predict the reactants needed to synthesize it. The reactants are: P(Cl)(Cl)(Cl)=O.[F:6][C:7]1[CH:17]=[CH:16][C:10]2[N:11]([CH3:15])[C:12]([OH:14])=[N:13][C:9]=2[CH:8]=1.C(=O)([O-])O.[Na+].[H-].[Na+].O[CH:26]1[CH2:31][CH2:30][N:29]([C:32]([O:34][C:35]([CH3:38])([CH3:37])[CH3:36])=[O:33])[CH2:28][CH2:27]1.